From a dataset of TCR-epitope binding with 47,182 pairs between 192 epitopes and 23,139 TCRs. Binary Classification. Given a T-cell receptor sequence (or CDR3 region) and an epitope sequence, predict whether binding occurs between them. (1) The TCR CDR3 sequence is CASSVPGGDTEAFF. Result: 0 (the TCR does not bind to the epitope). The epitope is RLQSLQTYV. (2) The epitope is YLQPRTFLL. The TCR CDR3 sequence is CASGTANTGELFF. Result: 1 (the TCR binds to the epitope). (3) The epitope is VLWAHGFEL. The TCR CDR3 sequence is CASSLRPVETRENSSYNEQFF. Result: 0 (the TCR does not bind to the epitope). (4) The epitope is RTLNAWVKV. The TCR CDR3 sequence is CASSQCNREEGNQPQHF. Result: 0 (the TCR does not bind to the epitope). (5) The epitope is LEPLVDLPI. The TCR CDR3 sequence is CASSQGGAGSSYNEQFF. Result: 1 (the TCR binds to the epitope).